From a dataset of Catalyst prediction with 721,799 reactions and 888 catalyst types from USPTO. Predict which catalyst facilitates the given reaction. Product: [NH2:1][C:2]1[N:3]=[C:4]([C:13]2[CH:18]=[CH:17][CH:16]=[CH:15][C:14]=2[O:19][CH3:20])[C:5]([C:11]#[N:12])=[C:6]([O:21][CH2:22][CH2:23][C:24]2[CH:29]=[CH:28][CH:27]=[CH:26][N:25]=2)[N:7]=1. The catalyst class is: 57. Reactant: [NH2:1][C:2]1[N:7]=[C:6](S(C)=O)[C:5]([C:11]#[N:12])=[C:4]([C:13]2[CH:18]=[CH:17][CH:16]=[CH:15][C:14]=2[O:19][CH3:20])[N:3]=1.[OH:21][CH2:22][CH2:23][C:24]1[CH:29]=[CH:28][CH:27]=[CH:26][N:25]=1.C1CCN2C(=NCCC2)CC1.